Dataset: Peptide-MHC class I binding affinity with 185,985 pairs from IEDB/IMGT. Task: Regression. Given a peptide amino acid sequence and an MHC pseudo amino acid sequence, predict their binding affinity value. This is MHC class I binding data. (1) The MHC is HLA-A80:01 with pseudo-sequence HLA-A80:01. The peptide sequence is AFDLSFFLK. The binding affinity (normalized) is 0.0847. (2) The peptide sequence is YVQLESRFT. The MHC is HLA-A02:01 with pseudo-sequence HLA-A02:01. The binding affinity (normalized) is 0.0223. (3) The peptide sequence is GLEAYIQGI. The MHC is HLA-A80:01 with pseudo-sequence HLA-A80:01. The binding affinity (normalized) is 0.0847. (4) The peptide sequence is KTEHCDDFM. The MHC is HLA-A68:02 with pseudo-sequence HLA-A68:02. The binding affinity (normalized) is 0. (5) The peptide sequence is MRDQRKGRV. The MHC is HLA-B08:01 with pseudo-sequence HLA-B08:01. The binding affinity (normalized) is 0.